Dataset: Reaction yield outcomes from USPTO patents with 853,638 reactions. Task: Predict the reaction yield, written as a fraction of the theoretical maximum amount of product (1.0 means a 100% yield; for example, 0.34 means a 34% yield). (1) The product is [ClH:21].[ClH:21].[CH3:11][CH:9]1[CH2:8][CH2:7][N:6]([CH:12]2[CH2:17][CH2:16][NH:15][CH2:14][CH2:13]2)[CH2:5][CH2:10]1. The yield is 0.360. No catalyst specified. The reactants are CC([CH:5]1[CH2:10][CH:9]([CH3:11])[CH2:8][CH2:7][N:6]1[CH:12]1[CH2:17][CH2:16][N:15](C([O-])=O)[CH2:14][CH2:13]1)(C)C.[ClH:21]. (2) The reactants are [C:1]1([C@@H:7]([NH:9][C:10]2[C:15]([N+:16]([O-])=O)=[CH:14][N:13]=[C:12]([C:19]3[CH:28]=[CH:27][CH:26]=[C:25]4[C:20]=3[CH:21]=[CH:22][CH:23]=[N:24]4)[CH:11]=2)[CH3:8])[CH:6]=[CH:5][CH:4]=[CH:3][CH:2]=1.C1([C@@H](NC2C([N+]([O-])=O)=CN=C(Br)C=2)C)C=CC=CC=1.N1C2C=CC=C(B(O)O)C=2C=CC=1.[C:61](=O)([O-])[O-:62].[K+].[K+]. The catalyst is CN(C=O)C.O.C(OCC)(=O)C.C1C=CC([P]([Pd]([P](C2C=CC=CC=2)(C2C=CC=CC=2)C2C=CC=CC=2)([P](C2C=CC=CC=2)(C2C=CC=CC=2)C2C=CC=CC=2)[P](C2C=CC=CC=2)(C2C=CC=CC=2)C2C=CC=CC=2)(C2C=CC=CC=2)C2C=CC=CC=2)=CC=1. The yield is 0.770. The product is [C:1]1([C@@H:7]([N:9]2[C:10]3[CH:11]=[C:12]([C:19]4[CH:28]=[CH:27][CH:26]=[C:25]5[C:20]=4[CH:21]=[CH:22][CH:23]=[N:24]5)[N:13]=[CH:14][C:15]=3[NH:16][C:61]2=[O:62])[CH3:8])[CH:6]=[CH:5][CH:4]=[CH:3][CH:2]=1. (3) The reactants are [N:1]1[C:6]2[CH:7]=[CH:8][CH:9]=[CH:10][C:5]=2[N:4]=[C:3]([N:11]2[CH2:16][CH2:15][CH:14]([C:17]([NH:19][C:20]3[CH:29]=[CH:28][CH:27]=[CH:26][C:21]=3[C:22]([O:24]C)=[O:23])=[O:18])[CH2:13][CH2:12]2)[N:2]=1.C(=O)([O-])[O-].[Na+].[Na+]. The catalyst is O1CCOCC1.O. The product is [N:1]1[C:6]2[CH:7]=[CH:8][CH:9]=[CH:10][C:5]=2[N:4]=[C:3]([N:11]2[CH2:12][CH2:13][CH:14]([C:17]([NH:19][C:20]3[CH:29]=[CH:28][CH:27]=[CH:26][C:21]=3[C:22]([OH:24])=[O:23])=[O:18])[CH2:15][CH2:16]2)[N:2]=1. The yield is 0.170. (4) The reactants are [Si:1]([O:8][C:9]1[C:17]2[N:16]=[C:15]([CH:18]([F:20])[F:19])[N:14]([C:21]3[N:26]=[C:25](Cl)[N:24]=[C:23]([N:28]4[CH2:33][CH2:32][O:31][CH2:30][CH2:29]4)[N:22]=3)[C:13]=2[CH:12]=[CH:11][CH:10]=1)([C:4]([CH3:7])([CH3:6])[CH3:5])([CH3:3])[CH3:2].[CH3:34][NH:35][CH:36]1[CH2:41][CH2:40][N:39]([C:42]([O:44][C:45]([CH3:48])([CH3:47])[CH3:46])=[O:43])[CH2:38][CH2:37]1.CCN(C(C)C)C(C)C. The catalyst is C1COCC1.O. The product is [Si:1]([O:8][C:9]1[C:17]2[N:16]=[C:15]([CH:18]([F:20])[F:19])[N:14]([C:21]3[N:22]=[C:23]([N:28]4[CH2:33][CH2:32][O:31][CH2:30][CH2:29]4)[N:24]=[C:25]([N:35]([CH3:34])[CH:36]4[CH2:37][CH2:38][N:39]([C:42]([O:44][C:45]([CH3:47])([CH3:46])[CH3:48])=[O:43])[CH2:40][CH2:41]4)[N:26]=3)[C:13]=2[CH:12]=[CH:11][CH:10]=1)([C:4]([CH3:7])([CH3:6])[CH3:5])([CH3:3])[CH3:2]. The yield is 0.840.